This data is from Peptide-MHC class II binding affinity with 134,281 pairs from IEDB. The task is: Regression. Given a peptide amino acid sequence and an MHC pseudo amino acid sequence, predict their binding affinity value. This is MHC class II binding data. (1) The peptide sequence is DVKFPGGGQIVGGVY. The MHC is HLA-DPA10103-DPB10601 with pseudo-sequence HLA-DPA10103-DPB10601. The binding affinity (normalized) is 0. (2) The peptide sequence is GELQIVKKIDAAFKI. The MHC is DRB1_1501 with pseudo-sequence DRB1_1501. The binding affinity (normalized) is 0.604. (3) The MHC is HLA-DPA10201-DPB11401 with pseudo-sequence HLA-DPA10201-DPB11401. The peptide sequence is APKVAATAANAAPAN. The binding affinity (normalized) is 0.559. (4) The peptide sequence is AELMILIATNLLGQN. The MHC is HLA-DQA10501-DQB10301 with pseudo-sequence HLA-DQA10501-DQB10301. The binding affinity (normalized) is 0.0431. (5) The peptide sequence is KAIKESTGGAYDTYK. The MHC is DRB3_0202 with pseudo-sequence DRB3_0202. The binding affinity (normalized) is 0.316. (6) The peptide sequence is AAFAALANAA. The MHC is DRB1_0406 with pseudo-sequence DRB1_0403. The binding affinity (normalized) is 0.442.